Predict which catalyst facilitates the given reaction. From a dataset of Catalyst prediction with 721,799 reactions and 888 catalyst types from USPTO. Reactant: [CH3:1][S:2]([O:5][C:6]1[CH:11]=[CH:10][C:9]([C:12]2([C:20]3[CH:25]=[CH:24][C:23]([F:26])=[C:22](Br)[CH:21]=3)[C:16](=[O:17])[N:15]([CH3:18])[C:14]([NH2:19])=[N:13]2)=[CH:8][CH:7]=1)(=[O:4])=[O:3].[Cl:28][C:29]1[CH:34]=[CH:33][N:32]=[CH:31][C:30]=1B1OC(C)(C)C(C)(C)O1.C(=O)([O-])[O-].[K+].[K+]. Product: [ClH:28].[CH3:1][S:2]([O:5][C:6]1[CH:11]=[CH:10][C:9]([C:12]2([C:20]3[CH:25]=[CH:24][C:23]([F:26])=[C:22]([C:30]4[CH:31]=[N:32][CH:33]=[CH:34][C:29]=4[Cl:28])[CH:21]=3)[C:16](=[O:17])[N:15]([CH3:18])[C:14]([NH2:19])=[N:13]2)=[CH:8][CH:7]=1)(=[O:4])=[O:3]. The catalyst class is: 7.